This data is from Full USPTO retrosynthesis dataset with 1.9M reactions from patents (1976-2016). The task is: Predict the reactants needed to synthesize the given product. (1) Given the product [N:10]1([C:7]2[CH:8]=[CH:9][C:4]([C:3]([OH:15])=[O:2])=[CH:5][CH:6]=2)[CH2:11][CH2:12][CH2:13][CH2:14]1, predict the reactants needed to synthesize it. The reactants are: C[O:2][C:3](=[O:15])[C:4]1[CH:9]=[CH:8][C:7]([N:10]2[CH2:14][CH2:13][CH2:12][CH2:11]2)=[CH:6][CH:5]=1.[OH-].[Na+]. (2) Given the product [CH3:7][C:6]1[N:2]([CH3:1])[C:3]2=[N:8][C:10](=[O:11])[NH:9][C:12](=[O:13])[N:4]2[N:5]=1, predict the reactants needed to synthesize it. The reactants are: [CH3:1][N:2]1[C:6]([CH3:7])=[N:5][N:4]=[C:3]1[NH2:8].[N:9]([C:12](OC1C=CC=CC=1)=[O:13])=[C:10]=[O:11]. (3) Given the product [ClH:1].[ClH:1].[F:3][C:4]1[CH:9]=[C:8]([F:10])[CH:7]=[CH:6][C:5]=1[N:11]1[C:15]2[CH:16]=[CH:17][CH:18]=[CH:19][C:14]=2[N:13]([CH2:20][CH2:21][N:22]2[CH2:27][CH2:26][N:25]([CH3:30])[CH2:24][CH2:23]2)[S:12]1(=[O:29])=[O:28], predict the reactants needed to synthesize it. The reactants are: [ClH:1].Cl.[F:3][C:4]1[CH:9]=[C:8]([F:10])[CH:7]=[CH:6][C:5]=1[N:11]1[C:15]2[CH:16]=[CH:17][CH:18]=[CH:19][C:14]=2[N:13]([CH2:20][CH2:21][N:22]2[CH2:27][CH2:26][NH:25][CH2:24][CH2:23]2)[S:12]1(=[O:29])=[O:28].[C:30](#N)C.CO. (4) Given the product [Br:1][C:2]1[C:10]2[C:5](=[CH:6][CH:7]=[CH:8][CH:9]=2)[N:4]([S:26]([C:21]2[CH:22]=[CH:23][CH:24]=[CH:25][C:20]=2[C:19]([F:18])([F:30])[F:31])(=[O:28])=[O:27])[N:3]=1, predict the reactants needed to synthesize it. The reactants are: [Br:1][C:2]1[C:10]2[C:5](=[CH:6][CH:7]=[CH:8][CH:9]=2)[NH:4][N:3]=1.C(N(CC)CC)C.[F:18][C:19]([F:31])([F:30])[C:20]1[CH:25]=[CH:24][CH:23]=[CH:22][C:21]=1[S:26](Cl)(=[O:28])=[O:27]. (5) Given the product [CH2:1]([O:8][C:9](=[O:32])[NH:10][C:11]1[CH:16]=[CH:15][CH:14]=[C:13]([CH:17]([N:27]([C:41]([O:43][C:44]([CH3:47])([CH3:46])[CH3:45])=[O:40])[CH2:28][CH2:29][O:30][CH3:31])[CH2:18][O:19][Si:20]([C:23]([CH3:26])([CH3:25])[CH3:24])([CH3:22])[CH3:21])[CH:12]=1)[C:2]1[CH:7]=[CH:6][CH:5]=[CH:4][CH:3]=1, predict the reactants needed to synthesize it. The reactants are: [CH2:1]([O:8][C:9](=[O:32])[NH:10][C:11]1[CH:16]=[CH:15][CH:14]=[C:13]([CH:17]([NH:27][CH2:28][CH2:29][O:30][CH3:31])[CH2:18][O:19][Si:20]([C:23]([CH3:26])([CH3:25])[CH3:24])([CH3:22])[CH3:21])[CH:12]=1)[C:2]1[CH:7]=[CH:6][CH:5]=[CH:4][CH:3]=1.C(N(CC)CC)C.[O:40](C(OC(C)(C)C)=O)[C:41]([O:43][C:44]([CH3:47])([CH3:46])[CH3:45])=O.